This data is from NCI-60 drug combinations with 297,098 pairs across 59 cell lines. The task is: Regression. Given two drug SMILES strings and cell line genomic features, predict the synergy score measuring deviation from expected non-interaction effect. Drug 1: C1C(C(OC1N2C=C(C(=O)NC2=O)F)CO)O. Drug 2: CC1=C(N=C(N=C1N)C(CC(=O)N)NCC(C(=O)N)N)C(=O)NC(C(C2=CN=CN2)OC3C(C(C(C(O3)CO)O)O)OC4C(C(C(C(O4)CO)O)OC(=O)N)O)C(=O)NC(C)C(C(C)C(=O)NC(C(C)O)C(=O)NCCC5=NC(=CS5)C6=NC(=CS6)C(=O)NCCC[S+](C)C)O. Cell line: A498. Synergy scores: CSS=15.5, Synergy_ZIP=-5.24, Synergy_Bliss=-2.31, Synergy_Loewe=-2.58, Synergy_HSA=-0.925.